This data is from Full USPTO retrosynthesis dataset with 1.9M reactions from patents (1976-2016). The task is: Predict the reactants needed to synthesize the given product. (1) Given the product [Br:1][C:2]1[CH:3]=[N:4][C:5]2[C:10]([CH:11]=1)=[CH:9][C:8]([O:12][CH3:13])=[C:7]([O:14][CH2:22][CH3:23])[CH:6]=2, predict the reactants needed to synthesize it. The reactants are: [Br:1][C:2]1[CH:3]=[N:4][C:5]2[C:10]([CH:11]=1)=[CH:9][C:8]([O:12][CH3:13])=[C:7]([OH:14])[CH:6]=2.C(=O)([O-])[O-].[Cs+].[Cs+].I[CH2:22][CH3:23].[NH4+].[Cl-]. (2) Given the product [C:39]([O:1][CH:2]([C:7]1[C:8]([CH3:34])=[N:9][C:10]2[CH2:11][CH2:12][N:13]([C:24]([O:26][CH2:27][C:28]3[CH:29]=[CH:30][CH:31]=[CH:32][CH:33]=3)=[O:25])[CH2:14][C:15]=2[C:16]=1[C:17]1[CH:22]=[CH:21][C:20]([CH3:23])=[CH:19][CH:18]=1)[C:3]([O:5][CH3:6])=[O:4])([CH3:42])([CH3:41])[CH3:40], predict the reactants needed to synthesize it. The reactants are: [OH:1][CH:2]([C:7]1[C:8]([CH3:34])=[N:9][C:10]2[CH2:11][CH2:12][N:13]([C:24]([O:26][CH2:27][C:28]3[CH:33]=[CH:32][CH:31]=[CH:30][CH:29]=3)=[O:25])[CH2:14][C:15]=2[C:16]=1[C:17]1[CH:22]=[CH:21][C:20]([CH3:23])=[CH:19][CH:18]=1)[C:3]([O:5][CH3:6])=[O:4].C(O[C:39]([CH3:42])([CH3:41])[CH3:40])(=O)C. (3) Given the product [CH2:1]([N:8]1[CH2:9][CH2:10][CH:11]([C:14]([OH:20])([CH3:19])[C:15]([F:18])([F:16])[F:17])[CH2:12][CH2:13]1)[C:2]1[CH:3]=[CH:4][CH:5]=[CH:6][CH:7]=1, predict the reactants needed to synthesize it. The reactants are: [CH2:1]([N:8]1[CH2:13][CH2:12][CH:11]([C:14]([O:20][Si](C)(C)C)([CH3:19])[C:15]([F:18])([F:17])[F:16])[CH2:10][CH2:9]1)[C:2]1[CH:7]=[CH:6][CH:5]=[CH:4][CH:3]=1.[F-].C([N+](CCCC)(CCCC)CCCC)CCC. (4) Given the product [CH3:8][S:9]([C:12]1[CH:33]=[CH:32][C:15]([O:16][C:17]2[N:22]=[CH:21][N:20]=[C:19]3[NH:23][N:24]=[CH:25][C:18]=23)=[CH:14][CH:13]=1)(=[O:11])=[O:10], predict the reactants needed to synthesize it. The reactants are: C([SiH](CC)CC)C.[CH3:8][S:9]([C:12]1[CH:33]=[CH:32][C:15]([O:16][C:17]2[N:22]=[CH:21][N:20]=[C:19]3[N:23](C4CCCCO4)[N:24]=[CH:25][C:18]=23)=[CH:14][CH:13]=1)(=[O:11])=[O:10].FC(F)(F)C(O)=O.C1(C)C=CC=CC=1. (5) Given the product [F:1][C:2]1[CH:3]=[C:4]([N:5]([CH3:6])[CH:13]([C:15]2[CH:16]=[C:17]([C:32]([N:34]3[CH2:38][CH2:37][CH2:36][CH2:35]3)=[O:33])[CH:18]=[C:19]3[C:24]=2[O:23][C:22]([N:25]2[CH2:30][CH2:29][O:28][CH2:27][CH2:26]2)=[CH:21][C:20]3=[O:31])[CH3:14])[CH:7]=[C:8]([F:10])[CH:9]=1, predict the reactants needed to synthesize it. The reactants are: [F:1][C:2]1[CH:3]=[C:4]([CH:7]=[C:8]([F:10])[CH:9]=1)[NH:5][CH3:6].Br.Br[CH:13]([C:15]1[CH:16]=[C:17]([C:32]([N:34]2[CH2:38][CH2:37][CH2:36][CH2:35]2)=[O:33])[CH:18]=[C:19]2[C:24]=1[O:23][C:22]([N:25]1[CH2:30][CH2:29][O:28][CH2:27][CH2:26]1)=[CH:21][C:20]2=[O:31])[CH3:14].[I-].[K+]. (6) The reactants are: [Cl:1][C:2]1[CH:7]=[CH:6][C:5]([O:8][CH:9]([CH:11]2[CH2:15][CH2:14][CH2:13][NH:12]2)[CH3:10])=[CH:4][N:3]=1.[C:16]([O:24][O:24][C:16](=[O:23])[C:17]1[CH:22]=[CH:21][CH:20]=[CH:19][CH:18]=1)(=[O:23])[C:17]1[CH:22]=[CH:21][CH:20]=[CH:19][CH:18]=1. Given the product [Cl:1][C:2]1[N:3]=[CH:4][C:5]([O:8][CH:9]([CH:11]2[CH2:15][CH2:14][CH2:13][N:12]2[O:24][C:16](=[O:23])[C:17]2[CH:22]=[CH:21][CH:20]=[CH:19][CH:18]=2)[CH3:10])=[CH:6][CH:7]=1, predict the reactants needed to synthesize it. (7) Given the product [C:29]([O:28][C:26]([N:25]([O:14][CH2:13][CH2:12][NH:11][C:9]([O:8][CH2:1][C:2]1[CH:7]=[CH:6][CH:5]=[CH:4][CH:3]=1)=[O:10])[C:24]([NH:23][C:21]([O:20][C:16]([CH3:17])([CH3:18])[CH3:19])=[O:22])=[NH:39])=[O:27])([CH3:30])([CH3:31])[CH3:32], predict the reactants needed to synthesize it. The reactants are: [CH2:1]([O:8][C:9]([NH:11][CH2:12][CH2:13][O:14]N)=[O:10])[C:2]1[CH:7]=[CH:6][CH:5]=[CH:4][CH:3]=1.[C:16]([O:20][C:21]([NH:23][C:24](C1C=CNN=1)=[N:25][C:26]([O:28][C:29]([CH3:32])([CH3:31])[CH3:30])=[O:27])=[O:22])([CH3:19])([CH3:18])[CH3:17].C[N:39](C)C=O. (8) Given the product [CH3:6][N:7]([CH3:8])[C:9]1[CH:14]=[CH:13][C:12]([CH:15]=[CH2:1])=[CH:11][CH:10]=1, predict the reactants needed to synthesize it. The reactants are: [CH2:1]([Li])CCC.[CH3:6][N:7]([C:9]1[CH:14]=[CH:13][C:12]([CH:15]=O)=[CH:11][CH:10]=1)[CH3:8]. (9) Given the product [NH2:1][N:2]1[C:6](=[O:7])[C:5](=[CH:20][C:19]2[CH:22]=[CH:23][C:16]([O:9][C:10]3[CH:11]=[CH:12][CH:13]=[CH:14][CH:15]=3)=[CH:17][CH:18]=2)[S:4][C:3]1=[S:8], predict the reactants needed to synthesize it. The reactants are: [NH2:1][N:2]1[C:6](=[O:7])[CH2:5][S:4][C:3]1=[S:8].[O:9]([C:16]1[CH:23]=[CH:22][C:19]([CH:20]=O)=[CH:18][CH:17]=1)[C:10]1[CH:15]=[CH:14][CH:13]=[CH:12][CH:11]=1.N1CCCCC1. (10) Given the product [Br:11][C:10]1([Br:12])[C:3]2[C:4](=[N:5][CH:6]=[CH:7][C:2]=2[Cl:1])[NH:8][C:9]1=[O:36], predict the reactants needed to synthesize it. The reactants are: [Cl:1][C:2]1[CH:7]=[CH:6][N:5]=[C:4]2[NH:8][CH:9]=[CH:10][C:3]=12.[Br-:11].[Br-:12].[Br-].[NH+]1C=CC=CC=1.[NH+]1C=CC=CC=1.[NH+]1C=CC=CC=1.C([OH:36])(C)(C)C.